The task is: Predict the reactants needed to synthesize the given product.. This data is from Full USPTO retrosynthesis dataset with 1.9M reactions from patents (1976-2016). (1) The reactants are: Cl.[NH:2]1[CH2:7][CH2:6][C:5](=[CH:8][C:9]2[CH:10]=[C:11]([CH:23]=[CH:24][CH:25]=2)[O:12][C:13]2[CH:18]=[CH:17][C:16]([C:19]([F:22])([F:21])[F:20])=[CH:15][N:14]=2)[CH2:4][CH2:3]1.[CH3:26][O:27][C:28]1[N:29]=[CH:30][C:31]([NH:34][C:35](=O)[O:36]C2C=CC=CC=2)=[N:32][CH:33]=1.NC1C=NC(OC)=CN=1.C(N(C(C)C)CC)(C)C. Given the product [CH3:26][O:27][C:28]1[N:29]=[CH:30][C:31]([NH:34][C:35]([N:2]2[CH2:7][CH2:6][C:5](=[CH:8][C:9]3[CH:25]=[CH:24][CH:23]=[C:11]([O:12][C:13]4[CH:18]=[CH:17][C:16]([C:19]([F:22])([F:20])[F:21])=[CH:15][N:14]=4)[CH:10]=3)[CH2:4][CH2:3]2)=[O:36])=[N:32][CH:33]=1, predict the reactants needed to synthesize it. (2) Given the product [ClH:35].[NH2:7][CH2:8][CH2:9][CH2:10][O:11][C:12]1[CH:13]=[C:14]2[C:18](=[CH:19][CH:20]=1)[CH2:17][N:16]([C:21]([C:22]1[CH:27]=[C:26]([CH:28]([CH3:30])[CH3:29])[C:25]([OH:31])=[CH:24][C:23]=1[OH:32])=[O:33])[CH2:15]2, predict the reactants needed to synthesize it. The reactants are: C(OC(=O)[NH:7][CH2:8][CH2:9][CH2:10][O:11][C:12]1[CH:13]=[C:14]2[C:18](=[CH:19][CH:20]=1)[CH2:17][N:16]([C:21](=[O:33])[C:22]1[CH:27]=[C:26]([CH:28]([CH3:30])[CH3:29])[C:25]([OH:31])=[CH:24][C:23]=1[OH:32])[CH2:15]2)(C)(C)C.[ClH:35]. (3) Given the product [O:28]1[CH2:29][CH2:30][O:31][CH2:32][C@@H:27]1[CH2:26][N:12]1[CH:13]=[C:9]([B:4]2[O:5][C:6]([CH3:7])([CH3:8])[C:2]([CH3:14])([CH3:1])[O:3]2)[CH:10]=[N:11]1, predict the reactants needed to synthesize it. The reactants are: [CH3:1][C:2]1([CH3:14])[C:6]([CH3:8])([CH3:7])[O:5][B:4]([C:9]2[CH:10]=[N:11][NH:12][CH:13]=2)[O:3]1.C(=O)([O-])[O-].[Cs+].[Cs+].CS(O[CH2:26][C@H:27]1[CH2:32][O:31][CH2:30][CH2:29][O:28]1)(=O)=O. (4) Given the product [Cl:19][C:20]1[C:21]([C:49]2[CH:50]=[C:51]3[C:55](=[CH:56][CH:57]=2)[N:54]([CH2:58][CH2:59][OH:60])[CH:53]=[CH:52]3)=[CH:22][C:23]2[N:27]=[C:26]([O:28][C:29]3[CH:30]=[CH:31][C:32]([CH3:39])=[C:33]([CH:38]=3)[C:34]([OH:36])=[O:35])[NH:25][C:24]=2[CH:48]=1, predict the reactants needed to synthesize it. The reactants are: CCCC[N+](CCCC)(CCCC)CCCC.[F-].[Cl:19][C:20]1[C:21]([C:49]2[CH:50]=[C:51]3[C:55](=[CH:56][CH:57]=2)[N:54]([CH2:58][CH2:59][OH:60])[CH:53]=[CH:52]3)=[CH:22][C:23]2[N:27]=[C:26]([O:28][C:29]3[CH:30]=[CH:31][C:32]([CH3:39])=[C:33]([CH:38]=3)[C:34]([O:36]C)=[O:35])[N:25](COCC[Si](C)(C)C)[C:24]=2[CH:48]=1. (5) Given the product [C:34](=[O:37])([S:36][CH2:22][C@@H:18]1[CH2:19][CH2:20][CH2:21][N:17]1[C:15](=[O:16])[C:12]1[CH:11]=[CH:10][C:9]([Br:8])=[CH:14][CH:13]=1)[CH3:35], predict the reactants needed to synthesize it. The reactants are: C(N(CC)CC)C.[Br:8][C:9]1[CH:14]=[CH:13][C:12]([C:15]([N:17]2[CH2:21][CH2:20][CH2:19][C@H:18]2[CH2:22]O)=[O:16])=[CH:11][CH:10]=1.CS(Cl)(=O)=O.C(=O)([O-])O.[Na+].[C:34]([O-:37])(=[S:36])[CH3:35].[K+].